This data is from Aqueous solubility values for 9,982 compounds from the AqSolDB database. The task is: Regression/Classification. Given a drug SMILES string, predict its absorption, distribution, metabolism, or excretion properties. Task type varies by dataset: regression for continuous measurements (e.g., permeability, clearance, half-life) or binary classification for categorical outcomes (e.g., BBB penetration, CYP inhibition). For this dataset (solubility_aqsoldb), we predict Y. (1) The drug is [B]. The Y is -4.84 log mol/L. (2) The compound is CCOC(=O)CO[N+](=O)[O-]. The Y is -1.71 log mol/L. (3) The compound is C=C1CC23CC1(O)CCC2C12C=CC(O)C(C)(C(=O)O1)C2C3C(=O)O. The Y is -1.84 log mol/L. (4) The drug is CCCOP(=S)(OCCC)OP(=S)(OCCC)OCCC. The Y is -4.10 log mol/L. (5) The molecule is C=C(C)C(=O)OCC(F)(F)C(F)(F)C(F)(F)C(F)F. The Y is -4.05 log mol/L.